From a dataset of Retrosynthesis with 50K atom-mapped reactions and 10 reaction types from USPTO. Predict the reactants needed to synthesize the given product. Given the product CC(C)(C)OC(=O)n1cccc1-c1cc(C(F)(F)F)c2nc(C(=O)O)c(Cl)n2c1, predict the reactants needed to synthesize it. The reactants are: COC(=O)c1nc2c(C(F)(F)F)cc(-c3cccn3C(=O)OC(C)(C)C)cn2c1Cl.